From a dataset of Retrosynthesis with 50K atom-mapped reactions and 10 reaction types from USPTO. Predict the reactants needed to synthesize the given product. (1) The reactants are: C=[N+]=[N-].O=C(O)c1ccc2c(c1)Sc1ccccc1CC2O. Given the product COC(=O)c1ccc2c(c1)Sc1ccccc1CC2O, predict the reactants needed to synthesize it. (2) Given the product COC(=O)c1cc(-c2ccc(OC(F)(F)F)cc2)ccc1N, predict the reactants needed to synthesize it. The reactants are: COC(=O)c1cc(Br)ccc1N.OB(O)c1ccc(OC(F)(F)F)cc1. (3) Given the product CC(=O)N1CCC(C2CNc3ccccc32)CC1, predict the reactants needed to synthesize it. The reactants are: CC(=O)N1CCC(c2c[nH]c3ccccc23)CC1. (4) Given the product CS(=O)(=O)N[C@H]1CC[C@H](Oc2cc(F)ccc2[N+](=O)[O-])CC1, predict the reactants needed to synthesize it. The reactants are: CS(=O)(=O)Cl.N[C@H]1CC[C@H](Oc2cc(F)ccc2[N+](=O)[O-])CC1. (5) Given the product CC1(C(=O)Nc2cccc(NS(=O)(=O)c3ccc(-c4noc(-c5cccc(NC(=O)C(=O)O)n5)n4)cc3)c2)CC1, predict the reactants needed to synthesize it. The reactants are: CCOC(=O)C(=O)Nc1cccc(-c2nc(-c3ccc(S(=O)(=O)Nc4cccc(NC(=O)C5(C)CC5)c4)cc3)no2)n1. (6) Given the product CC(C)NC(=O)N1CCC(CN2C(=O)C3(COc4cc5c(cc43)CCO5)c3ccccc32)C1, predict the reactants needed to synthesize it. The reactants are: CC(C)N=C=O.O=C1N(CC2CCNC2)c2ccccc2C12COc1cc3c(cc12)CCO3. (7) Given the product FC(F)(F)c1cccc2c(-c3cccc(NCc4ccc5cc[nH]c5c4)c3)c(Cc3ccccc3)cnc12, predict the reactants needed to synthesize it. The reactants are: Nc1cccc(-c2c(Cc3ccccc3)cnc3c(C(F)(F)F)cccc23)c1.O=Cc1ccc2cc[nH]c2c1. (8) Given the product CC#CCOc1ccc(S(=O)(=O)NC(Cc2c[nH]c3ccc(C)cc23)C(=O)O)cc1, predict the reactants needed to synthesize it. The reactants are: CC#CCOc1ccc(S(=O)(=O)Cl)cc1.Cc1ccc2[nH]cc(CC(N)C(=O)O)c2c1. (9) Given the product OCCCc1ccc(Cl)c(F)c1, predict the reactants needed to synthesize it. The reactants are: O=C(O)CCc1ccc(Cl)c(F)c1.